Dataset: Forward reaction prediction with 1.9M reactions from USPTO patents (1976-2016). Task: Predict the product of the given reaction. (1) Given the reactants Cl.[CH:2]1([CH2:5][O:6][C:7]2[CH:12]=[C:11]([F:13])[C:10]([O:14][CH3:15])=[CH:9][C:8]=2[C:16]2[CH:21]=[CH:20][N:19]=[C:18]3[C:22]([C:26]([NH:28][CH:29]4[CH2:34][CH2:33][NH:32][CH2:31][CH2:30]4)=[O:27])=[C:23]([CH3:25])[NH:24][C:17]=23)[CH2:4][CH2:3]1.C([O:38][CH2:39][C:40](Cl)=[O:41])(=O)C, predict the reaction product. The product is: [CH:2]1([CH2:5][O:6][C:7]2[CH:12]=[C:11]([F:13])[C:10]([O:14][CH3:15])=[CH:9][C:8]=2[C:16]2[CH:21]=[CH:20][N:19]=[C:18]3[C:22]([C:26]([NH:28][CH:29]4[CH2:30][CH2:31][N:32]([C:39](=[O:38])[CH2:40][OH:41])[CH2:33][CH2:34]4)=[O:27])=[C:23]([CH3:25])[NH:24][C:17]=23)[CH2:4][CH2:3]1. (2) Given the reactants [NH2:1][C:2]1[CH:6]=[C:5]([C:7]2[CH:12]=[CH:11][CH:10]=[CH:9][CH:8]=2)[S:4][CH:3]=1.C(=O)([O-])[O-].[K+].[K+].Br[CH2:20][C:21]([O:23][CH3:24])=[O:22].O, predict the reaction product. The product is: [C:7]1([C:5]2[S:4][CH:3]=[C:2]([NH:1][CH2:20][C:21]([O:23][CH3:24])=[O:22])[CH:6]=2)[CH:12]=[CH:11][CH:10]=[CH:9][CH:8]=1.